Dataset: Catalyst prediction with 721,799 reactions and 888 catalyst types from USPTO. Task: Predict which catalyst facilitates the given reaction. (1) Reactant: [Cl:1][C:2]1[CH:3]=[C:4]([CH:9]2[C:17]3[C:12](=[CH:13][CH:14]=[CH:15][CH:16]=3)[C:11](=[N:18]O)[CH2:10]2)[CH:5]=[C:6]([Cl:8])[CH:7]=1. Product: [Cl:1][C:2]1[CH:3]=[C:4]([CH:9]2[C:17]3[C:12](=[CH:13][CH:14]=[CH:15][CH:16]=3)[CH:11]([NH2:18])[CH2:10]2)[CH:5]=[C:6]([Cl:8])[CH:7]=1. The catalyst class is: 94. (2) Reactant: C(OC([NH:8][CH2:9][CH2:10][CH2:11][O:12][C:13]1[CH:14]=[C:15]([C:50]([OH:52])=O)[CH:16]=[C:17]2[C:21]=1[N:20]([CH2:22][CH2:23][CH2:24][NH:25][C:26]1[N:27](C(C3C=CC=CC=3)(C3C=CC=CC=3)C3C=CC=CC=3)[CH:28]=[CH:29][N:30]=1)[N:19]=[CH:18]2)=O)(C)(C)C.CCN(C(C)C)C(C)C.CN(C(ON1N=NC2C=CC=CC1=2)=[N+](C)C)C.F[P-](F)(F)(F)(F)F.[NH2:86][CH2:87][C@H:88]([NH:93][S:94]([C:97]1[C:102]([CH3:103])=[CH:101][C:100]([CH3:104])=[CH:99][C:98]=1[CH3:105])(=[O:96])=[O:95])[C:89]([O:91]C)=[O:90].[Li+].[OH-]. Product: [NH2:8][CH2:9][CH2:10][CH2:11][O:12][C:13]1[CH:14]=[C:15]([C:50]([NH:86][CH2:87][C@H:88]([NH:93][S:94]([C:97]2[C:102]([CH3:103])=[CH:101][C:100]([CH3:104])=[CH:99][C:98]=2[CH3:105])(=[O:96])=[O:95])[C:89]([OH:91])=[O:90])=[O:52])[CH:16]=[C:17]2[C:21]=1[N:20]([CH2:22][CH2:23][CH2:24][NH:25][C:26]1[NH:30][CH:29]=[CH:28][N:27]=1)[N:19]=[CH:18]2. The catalyst class is: 1. (3) Reactant: C(OC([N:8]1[CH2:12][C@@H:11]([CH2:13][N:14]([CH:31]([CH3:33])[CH3:32])[C:15](=[O:30])[C:16]2[CH:21]=[CH:20][C:19]([O:22][CH3:23])=[C:18]([O:24][CH2:25][CH2:26][CH2:27][O:28][CH3:29])[CH:17]=2)[C@H:10]([NH2:34])[CH2:9]1)=O)(C)(C)C.Cl[CH2:36][C:37]([N:39]1[CH2:44][CH2:43][CH2:42][CH2:41][CH2:40]1)=[O:38].[Cl-].CC#N.O. Product: [CH:31]([N:14]([CH2:13][C@H:11]1[C@H:10]([NH:34][CH2:36][C:37](=[O:38])[N:39]2[CH2:44][CH2:43][CH2:42][CH2:41][CH2:40]2)[CH2:9][NH:8][CH2:12]1)[C:15](=[O:30])[C:16]1[CH:21]=[CH:20][C:19]([O:22][CH3:23])=[C:18]([O:24][CH2:25][CH2:26][CH2:27][O:28][CH3:29])[CH:17]=1)([CH3:33])[CH3:32]. The catalyst class is: 23. (4) Reactant: Cl[C:2]1[CH:11]=[CH:10][CH:9]=[CH:8][C:3]=1[CH2:4][CH2:5][CH:6]=[O:7].[O:12]=[C:13]([CH3:20])/[CH:14]=[CH:15]/[C:16]([O:18][CH3:19])=[O:17]. Product: [CH2:4]([C@H:5]1[C@@H:15]([C:16]([O:18][CH3:19])=[O:17])[CH:14]=[C:13]([CH3:20])[O:12][C:6]1=[O:7])[C:3]1[CH:8]=[CH:9][CH:10]=[CH:11][CH:2]=1. The catalyst class is: 22.